Dataset: Forward reaction prediction with 1.9M reactions from USPTO patents (1976-2016). Task: Predict the product of the given reaction. Given the reactants [CH:1]1([C:5]#[C:6][C:7]2[CH:8]=[C:9]3[C:13](=[CH:14][CH:15]=2)[N:12]([CH:16]2[CH2:21][CH2:20][CH2:19][CH2:18][O:17]2)[N:11]=[C:10]3[F:22])[CH2:4][CH2:3][CH2:2]1.I[C:24]1[CH:29]=[CH:28][CH:27]=[CH:26][CH:25]=1.[O:30]1[CH2:34][CH2:33][O:32][CH:31]1[C:35]1[N:40]=[CH:39][C:38](B(O)O)=[CH:37][CH:36]=1, predict the reaction product. The product is: [O:30]1[CH2:34][CH2:33][O:32][CH:31]1[C:35]1[N:40]=[CH:39][C:38](/[C:6](/[C:7]2[CH:8]=[C:9]3[C:13](=[CH:14][CH:15]=2)[N:12]([CH:16]2[CH2:21][CH2:20][CH2:19][CH2:18][O:17]2)[N:11]=[C:10]3[F:22])=[C:5](/[CH:1]2[CH2:2][CH2:3][CH2:4]2)\[C:24]2[CH:29]=[CH:28][CH:27]=[CH:26][CH:25]=2)=[CH:37][CH:36]=1.